This data is from Full USPTO retrosynthesis dataset with 1.9M reactions from patents (1976-2016). The task is: Predict the reactants needed to synthesize the given product. (1) Given the product [F:26][C:23]1[CH:22]=[N:21][CH:20]=[C:19]([C:24]=1[CH3:25])[C:18]([NH:17][C:14]1[CH:13]=[CH:12][C:11](/[C:8](/[C:5]2[CH:6]=[CH:7][C:2]([N:32]3[CH:33]=[C:29]([CH3:28])[N:30]=[CH:31]3)=[CH:3][CH:4]=2)=[CH:9]\[CH3:10])=[CH:16][N:15]=1)=[O:27], predict the reactants needed to synthesize it. The reactants are: Br[C:2]1[CH:7]=[CH:6][C:5](/[C:8](/[C:11]2[CH:12]=[CH:13][C:14]([NH:17][C:18](=[O:27])[C:19]3[C:24]([CH3:25])=[C:23]([F:26])[CH:22]=[N:21][CH:20]=3)=[N:15][CH:16]=2)=[CH:9]/[CH3:10])=[CH:4][CH:3]=1.[CH3:28][C:29]1[N:30]=[CH:31][NH:32][CH:33]=1.N1CCC[C@H]1C(O)=O.C([O-])([O-])=O.[K+].[K+]. (2) Given the product [Br:1][C:2]1[CH:3]=[C:4]([C@H:8]2[C@H:9]([C:10]3[CH:11]=[N:12][CH:13]=[CH:14][CH:15]=3)[O:24][C:18](=[O:19])[NH:17]2)[CH:5]=[CH:6][CH:7]=1, predict the reactants needed to synthesize it. The reactants are: [Br:1][C:2]1[CH:3]=[C:4]([C@@H:8]([NH:17][C:18](=[O:24])[O:19]C(C)(C)C)[C@H:9](O)[C:10]2[CH:11]=[N:12][CH:13]=[CH:14][CH:15]=2)[CH:5]=[CH:6][CH:7]=1.C(N1C=CN=C1)(N1C=CN=C1)=O. (3) The reactants are: [F:1][C:2]1[CH:3]=[C:4]([OH:11])[CH:5]=[CH:6][C:7]=1[N+:8]([O-:10])=[O:9].N12CCCN=C1CCCC[CH2:13]2.IC. Given the product [F:1][C:2]1[CH:3]=[C:4]([O:11][CH3:13])[CH:5]=[CH:6][C:7]=1[N+:8]([O-:10])=[O:9], predict the reactants needed to synthesize it. (4) Given the product [N:1]1([C:7]2[CH:14]=[CH:13][C:12]([C:15]([F:18])([F:17])[F:16])=[CH:11][C:8]=2[CH2:9][N:22]2[CH2:21][CH2:20][N:19]([C:25]([O:27][C:28]([CH3:31])([CH3:30])[CH3:29])=[O:26])[CH2:24][CH2:23]2)[CH2:6][CH2:5][O:4][CH2:3][CH2:2]1, predict the reactants needed to synthesize it. The reactants are: [N:1]1([C:7]2[CH:14]=[CH:13][C:12]([C:15]([F:18])([F:17])[F:16])=[CH:11][C:8]=2[CH:9]=O)[CH2:6][CH2:5][O:4][CH2:3][CH2:2]1.[N:19]1([C:25]([O:27][C:28]([CH3:31])([CH3:30])[CH3:29])=[O:26])[CH2:24][CH2:23][NH:22][CH2:21][CH2:20]1.ClCCCl.C(O[BH-](OC(=O)C)OC(=O)C)(=O)C.[Na+].